From a dataset of NCI-60 drug combinations with 297,098 pairs across 59 cell lines. Regression. Given two drug SMILES strings and cell line genomic features, predict the synergy score measuring deviation from expected non-interaction effect. (1) Drug 1: CCCS(=O)(=O)NC1=C(C(=C(C=C1)F)C(=O)C2=CNC3=C2C=C(C=N3)C4=CC=C(C=C4)Cl)F. Drug 2: CC1=C(N=C(N=C1N)C(CC(=O)N)NCC(C(=O)N)N)C(=O)NC(C(C2=CN=CN2)OC3C(C(C(C(O3)CO)O)O)OC4C(C(C(C(O4)CO)O)OC(=O)N)O)C(=O)NC(C)C(C(C)C(=O)NC(C(C)O)C(=O)NCCC5=NC(=CS5)C6=NC(=CS6)C(=O)NCCC[S+](C)C)O. Cell line: U251. Synergy scores: CSS=1.57, Synergy_ZIP=-9.70, Synergy_Bliss=-18.6, Synergy_Loewe=-29.4, Synergy_HSA=-17.6. (2) Drug 2: CC12CCC3C(C1CCC2O)C(CC4=C3C=CC(=C4)O)CCCCCCCCCS(=O)CCCC(C(F)(F)F)(F)F. Cell line: HT29. Drug 1: COC1=CC(=CC(=C1O)OC)C2C3C(COC3=O)C(C4=CC5=C(C=C24)OCO5)OC6C(C(C7C(O6)COC(O7)C8=CC=CS8)O)O. Synergy scores: CSS=44.0, Synergy_ZIP=-2.95, Synergy_Bliss=-0.0778, Synergy_Loewe=-2.49, Synergy_HSA=2.24. (3) Synergy scores: CSS=2.42, Synergy_ZIP=-1.04, Synergy_Bliss=-0.475, Synergy_Loewe=-3.27, Synergy_HSA=-1.78. Cell line: NCIH23. Drug 1: CN1CCC(CC1)COC2=C(C=C3C(=C2)N=CN=C3NC4=C(C=C(C=C4)Br)F)OC. Drug 2: CC(C)CN1C=NC2=C1C3=CC=CC=C3N=C2N. (4) Drug 1: CC1C(C(CC(O1)OC2CC(OC(C2O)C)OC3=CC4=CC5=C(C(=O)C(C(C5)C(C(=O)C(C(C)O)O)OC)OC6CC(C(C(O6)C)O)OC7CC(C(C(O7)C)O)OC8CC(C(C(O8)C)O)(C)O)C(=C4C(=C3C)O)O)O)O. Drug 2: CCC1(CC2CC(C3=C(CCN(C2)C1)C4=CC=CC=C4N3)(C5=C(C=C6C(=C5)C78CCN9C7C(C=CC9)(C(C(C8N6C)(C(=O)OC)O)OC(=O)C)CC)OC)C(=O)OC)O.OS(=O)(=O)O. Cell line: UACC-257. Synergy scores: CSS=65.6, Synergy_ZIP=1.69, Synergy_Bliss=2.09, Synergy_Loewe=0.729, Synergy_HSA=0.249. (5) Drug 1: CC(C)NC(=O)C1=CC=C(C=C1)CNNC.Cl. Drug 2: CCC1(C2=C(COC1=O)C(=O)N3CC4=CC5=C(C=CC(=C5CN(C)C)O)N=C4C3=C2)O.Cl. Cell line: HOP-92. Synergy scores: CSS=-3.42, Synergy_ZIP=-4.41, Synergy_Bliss=-10.2, Synergy_Loewe=-84.7, Synergy_HSA=-19.0. (6) Drug 1: CN(C)N=NC1=C(NC=N1)C(=O)N. Drug 2: CCCS(=O)(=O)NC1=C(C(=C(C=C1)F)C(=O)C2=CNC3=C2C=C(C=N3)C4=CC=C(C=C4)Cl)F. Cell line: HCT-15. Synergy scores: CSS=5.39, Synergy_ZIP=0.549, Synergy_Bliss=5.41, Synergy_Loewe=2.11, Synergy_HSA=2.33. (7) Drug 1: C1=CC(=CC=C1CCC2=CNC3=C2C(=O)NC(=N3)N)C(=O)NC(CCC(=O)O)C(=O)O. Drug 2: CN(C(=O)NC(C=O)C(C(C(CO)O)O)O)N=O. Cell line: SK-MEL-28. Synergy scores: CSS=11.5, Synergy_ZIP=-5.12, Synergy_Bliss=-1.78, Synergy_Loewe=-10.1, Synergy_HSA=0.704. (8) Drug 1: CC12CCC(CC1=CCC3C2CCC4(C3CC=C4C5=CN=CC=C5)C)O. Drug 2: C(=O)(N)NO. Cell line: CCRF-CEM. Synergy scores: CSS=7.38, Synergy_ZIP=-9.70, Synergy_Bliss=-7.61, Synergy_Loewe=-8.88, Synergy_HSA=-6.82.